This data is from Catalyst prediction with 721,799 reactions and 888 catalyst types from USPTO. The task is: Predict which catalyst facilitates the given reaction. (1) Reactant: Cl[C:2]1[CH:7]=[C:6]([C:8]2[CH:13]=[CH:12][CH:11]=[CH:10][CH:9]=2)[N:5]=[C:4]([NH:14][C:15](=[O:32])[CH2:16][CH2:17][C:18]([C:20]2[CH:25]=[CH:24][C:23]([O:26][CH2:27][CH3:28])=[C:22]([O:29][CH2:30][CH3:31])[CH:21]=2)=[O:19])[CH:3]=1.C1(C2C=CC=CC=2)C=CC=CC=1P(C1CCCCC1)C1CCCCC1.C(=O)([O-])[O-].[K+].[K+].[NH2:64][C:65]([C:67]1[CH:72]=[CH:71][C:70](B(O)O)=[CH:69][CH:68]=1)=[O:66]. Product: [CH2:30]([O:29][C:22]1[CH:21]=[C:20]([C:18](=[O:19])[CH2:17][CH2:16][C:15]([NH:14][C:4]2[CH:3]=[C:2]([C:70]3[CH:71]=[CH:72][C:67]([C:65]([NH2:64])=[O:66])=[CH:68][CH:69]=3)[CH:7]=[C:6]([C:8]3[CH:13]=[CH:12][CH:11]=[CH:10][CH:9]=3)[N:5]=2)=[O:32])[CH:25]=[CH:24][C:23]=1[O:26][CH2:27][CH3:28])[CH3:31]. The catalyst class is: 110. (2) Reactant: Br[CH:2]([CH3:9])[C:3](=O)[C:4]([O:6][CH3:7])=[O:5].[NH2:10][C:11]([NH2:13])=[S:12]. Product: [NH2:13][C:11]1[S:12][C:2]([CH3:9])=[C:3]([C:4]([O:6][CH3:7])=[O:5])[N:10]=1. The catalyst class is: 12. (3) Reactant: [CH2:1]([C:3]1[CH:8]=[C:7]([OH:9])[CH:6]=[CH:5][C:4]=1[CH:10]1[C:15](=[O:16])[C:14]([CH3:18])([CH3:17])[O:13][C:12]([CH3:20])([CH3:19])[C:11]1=[O:21])[CH3:2].Cl[C:23]1[CH:32]=[N:31][C:30]2[C:25](=[CH:26][CH:27]=[C:28]([Cl:33])[CH:29]=2)[N:24]=1.C(=O)([O-])[O-].[K+].[K+].Cl. Product: [Cl:33][C:28]1[CH:29]=[C:30]2[C:25](=[CH:26][CH:27]=1)[N:24]=[C:23]([O:9][C:7]1[CH:6]=[CH:5][C:4]([CH:10]3[C:15](=[O:16])[C:14]([CH3:18])([CH3:17])[O:13][C:12]([CH3:20])([CH3:19])[C:11]3=[O:21])=[C:3]([CH2:1][CH3:2])[CH:8]=1)[CH:32]=[N:31]2. The catalyst class is: 204. (4) Reactant: [C:1]([O:5][C:6]([N:8]1[CH2:21][CH2:20][C:19]2[C:18]3[CH:17]=[CH:16][CH:15]=[CH:14][C:13]=3[N:12]([CH2:22][C:23]([O:25]CC)=[O:24])[C:11]=2[CH2:10][CH2:9]1)=[O:7])([CH3:4])([CH3:3])[CH3:2].[C:1]([O:5][C:6]([N:8]1[CH2:21][CH2:20][C:19]2[C:18]3[CH:17]=[CH:16][CH:15]=[CH:14][C:13]=3[N:12]([CH2:22][C:23]([OH:25])=[O:24])[C:11]=2[CH2:10][CH2:9]1)=[O:7])([CH3:4])([CH3:2])[CH3:3].[OH-].[Na+]. Product: [C:1]([O:5][C:6]([N:8]1[CH2:21][CH2:20][C:19]2[C:18]3[CH:17]=[CH:16][CH:15]=[CH:14][C:13]=3[N:12]([CH2:22][C:23]([OH:25])=[O:24])[C:11]=2[CH2:10][CH2:9]1)=[O:7])([CH3:4])([CH3:2])[CH3:3]. The catalyst class is: 5. (5) Reactant: [CH3:1][C:2]1[CH:7]=[C:6]([S:8][CH2:9][CH2:10][CH:11]([C:16]2[O:17][C:18]3[CH:25]=[C:24]([C:26]([F:29])([F:28])[F:27])[CH:23]=[CH:22][C:19]=3[C:20]=2[CH3:21])[CH2:12][CH2:13][CH2:14][CH3:15])[CH:5]=[CH:4][C:3]=1[O:30][CH2:31][C:32]([O:34]CC)=[O:33].[OH-].[Na+]. Product: [CH3:1][C:2]1[CH:7]=[C:6]([S:8][CH2:9][CH2:10][CH:11]([C:16]2[O:17][C:18]3[CH:25]=[C:24]([C:26]([F:28])([F:27])[F:29])[CH:23]=[CH:22][C:19]=3[C:20]=2[CH3:21])[CH2:12][CH2:13][CH2:14][CH3:15])[CH:5]=[CH:4][C:3]=1[O:30][CH2:31][C:32]([OH:34])=[O:33]. The catalyst class is: 92. (6) Reactant: [CH2:1]([O:3][P:4]([CH2:9][CH2:10][C:11]12[CH2:18][CH2:17][C:14]([C:19]3[NH:27][C:26]4[C:25](=[O:28])[N:24]([CH2:29][CH2:30][CH3:31])[C:23](=[O:32])[N:22]([CH2:33][CH2:34][CH3:35])[C:21]=4[N:20]=3)([CH2:15][CH2:16]1)[CH2:13][CH2:12]2)(=[O:8])[O:5]CC)[CH3:2].Cl. Product: [CH2:1]([O:3][P:4]([CH2:9][CH2:10][C:11]12[CH2:18][CH2:17][C:14]([C:19]3[NH:27][C:26]4[C:25](=[O:28])[N:24]([CH2:29][CH2:30][CH3:31])[C:23](=[O:32])[N:22]([CH2:33][CH2:34][CH3:35])[C:21]=4[N:20]=3)([CH2:13][CH2:12]1)[CH2:15][CH2:16]2)(=[O:5])[OH:8])[CH3:2]. The catalyst class is: 74.